From a dataset of NCI-60 drug combinations with 297,098 pairs across 59 cell lines. Regression. Given two drug SMILES strings and cell line genomic features, predict the synergy score measuring deviation from expected non-interaction effect. (1) Drug 1: C1CC(=O)NC(=O)C1N2C(=O)C3=CC=CC=C3C2=O. Drug 2: C1CN(P(=O)(OC1)NCCCl)CCCl. Cell line: A498. Synergy scores: CSS=-15.0, Synergy_ZIP=5.01, Synergy_Bliss=-1.31, Synergy_Loewe=-19.3, Synergy_HSA=-18.1. (2) Drug 1: CCN(CC)CCCC(C)NC1=C2C=C(C=CC2=NC3=C1C=CC(=C3)Cl)OC. Drug 2: CC1CCCC2(C(O2)CC(NC(=O)CC(C(C(=O)C(C1O)C)(C)C)O)C(=CC3=CSC(=N3)C)C)C. Cell line: CCRF-CEM. Synergy scores: CSS=65.6, Synergy_ZIP=-2.32, Synergy_Bliss=-3.20, Synergy_Loewe=-27.5, Synergy_HSA=-0.999. (3) Drug 1: CC1C(C(CC(O1)OC2CC(OC(C2O)C)OC3=CC4=CC5=C(C(=O)C(C(C5)C(C(=O)C(C(C)O)O)OC)OC6CC(C(C(O6)C)O)OC7CC(C(C(O7)C)O)OC8CC(C(C(O8)C)O)(C)O)C(=C4C(=C3C)O)O)O)O. Drug 2: C(=O)(N)NO. Cell line: SK-MEL-28. Synergy scores: CSS=9.93, Synergy_ZIP=-0.147, Synergy_Bliss=-0.316, Synergy_Loewe=-39.4, Synergy_HSA=-0.621. (4) Drug 1: CCC1=CC2CC(C3=C(CN(C2)C1)C4=CC=CC=C4N3)(C5=C(C=C6C(=C5)C78CCN9C7C(C=CC9)(C(C(C8N6C)(C(=O)OC)O)OC(=O)C)CC)OC)C(=O)OC.C(C(C(=O)O)O)(C(=O)O)O. Synergy scores: CSS=47.0, Synergy_ZIP=1.14, Synergy_Bliss=-0.159, Synergy_Loewe=-54.5, Synergy_HSA=-2.85. Cell line: DU-145. Drug 2: CN(C)C1=NC(=NC(=N1)N(C)C)N(C)C. (5) Drug 1: CCCCC(=O)OCC(=O)C1(CC(C2=C(C1)C(=C3C(=C2O)C(=O)C4=C(C3=O)C=CC=C4OC)O)OC5CC(C(C(O5)C)O)NC(=O)C(F)(F)F)O. Drug 2: C1=NC2=C(N1)C(=S)N=CN2. Cell line: NCI-H460. Synergy scores: CSS=45.0, Synergy_ZIP=-2.27, Synergy_Bliss=-1.36, Synergy_Loewe=-9.53, Synergy_HSA=-0.0813.